Dataset: CYP2D6 inhibition data for predicting drug metabolism from PubChem BioAssay. Task: Regression/Classification. Given a drug SMILES string, predict its absorption, distribution, metabolism, or excretion properties. Task type varies by dataset: regression for continuous measurements (e.g., permeability, clearance, half-life) or binary classification for categorical outcomes (e.g., BBB penetration, CYP inhibition). Dataset: cyp2d6_veith. (1) The molecule is Cc1ccc(S(=O)(=O)Oc2ccc(/C=C(/NC(=O)c3ccccc3)C(=O)Nc3ccccc3)cc2)cc1. The result is 0 (non-inhibitor). (2) The result is 0 (non-inhibitor). The compound is O=C(c1ccccc1F)c1cn(CC(=O)N2CCOCC2)c2ccccc12. (3) The compound is COc1ncc2nc(-c3ccccc3)c(=O)n(C[C@H]3CCCO3)c2n1. The result is 0 (non-inhibitor). (4) The molecule is Cc1nn(C(C)C(=O)N2CCc3ccccc32)c(C)c1[N+](=O)[O-]. The result is 0 (non-inhibitor). (5) The compound is Cc1cc(C)n(-c2nc(NC(C)(C)C)nc(NC(C)(C)C)n2)n1. The result is 0 (non-inhibitor). (6) The compound is CN(C)c1ncc2nc(-c3cc(F)cc(F)c3)c(=O)n(Cc3cccs3)c2n1. The result is 0 (non-inhibitor). (7) The drug is CCOc1c2ccc(C(=O)NC3CCCc4ccccc43)cc2nn1C. The result is 1 (inhibitor).